Dataset: HIV replication inhibition screening data with 41,000+ compounds from the AIDS Antiviral Screen. Task: Binary Classification. Given a drug SMILES string, predict its activity (active/inactive) in a high-throughput screening assay against a specified biological target. The drug is CN1C(=O)Nc2ncn(C)c2S1(=O)=O. The result is 0 (inactive).